Dataset: Experimentally validated miRNA-target interactions with 360,000+ pairs, plus equal number of negative samples. Task: Binary Classification. Given a miRNA mature sequence and a target amino acid sequence, predict their likelihood of interaction. The miRNA is mmu-miR-761 with sequence GCAGCAGGGUGAAACUGACACA. The protein sequence of the target gene is MEPAPSEVRLAVREAIHALSSSEDGGHIFCTLESLKRYLGEMEPPALPREKEEFASAHFSPVLRCLASRLSPAWLELLPHGRLEELWASFFLEGPADQAFLVLMETIEGAAGPSFRLMKMARLLARFLREGRLAVLMEAQCRQQTQPGFILLRETLLGKVVALPDHLGNRLQQENLAEFFPQNYFRLLGEEVVRVLQAVVDSLQGGLDSSVSFVSQVLGKACVHGRQQEILGVLVPRLAALTQGSYLHQRVCWRLVEQVPDRAMEAVLTGLVEAALGPEVLSRLLGNLVVKNKKAQFVMT.... Result: 0 (no interaction).